Dataset: Forward reaction prediction with 1.9M reactions from USPTO patents (1976-2016). Task: Predict the product of the given reaction. (1) Given the reactants [NH2:1][C:2]1[N:7]=[C:6]([C:8]2[CH:15]=[CH:14][C:11]([C:12]#[N:13])=[C:10](F)[CH:9]=2)[CH:5]=[C:4]([N:17]2[CH2:22][CH2:21][O:20][CH:19]([C:23]3[NH:24][CH:25]=[C:26]([C:28]4[CH:33]=[CH:32][C:31]([Cl:34])=[CH:30][CH:29]=4)[N:27]=3)[CH2:18]2)[N:3]=1.[NH2:35][NH2:36], predict the reaction product. The product is: [NH2:1][C:2]1[N:7]=[C:6]([C:8]2[CH:9]=[C:10]3[C:11]([C:12]([NH2:13])=[N:35][NH:36]3)=[CH:14][CH:15]=2)[CH:5]=[C:4]([N:17]2[CH2:22][CH2:21][O:20][CH:19]([C:23]3[NH:24][CH:25]=[C:26]([C:28]4[CH:33]=[CH:32][C:31]([Cl:34])=[CH:30][CH:29]=4)[N:27]=3)[CH2:18]2)[N:3]=1. (2) The product is: [Cl:1][C:2]1[CH:10]=[C:9]2[C:5]([C:6]([CH2:16][CH2:17][CH2:18][O:19][C:28]3[C:29]4[CH2:20][CH2:21][CH2:22][CH2:23][C:24]=4[CH:25]=[CH:26][CH:27]=3)=[C:7]([C:11]([O:13][CH2:14][CH3:15])=[O:12])[NH:8]2)=[CH:4][CH:3]=1. Given the reactants [Cl:1][C:2]1[CH:10]=[C:9]2[C:5]([C:6]([CH2:16][CH2:17][CH2:18][OH:19])=[C:7]([C:11]([O:13][CH2:14][CH3:15])=[O:12])[NH:8]2)=[CH:4][CH:3]=1.[C:20]1(O)[C:29]2[CH2:28][CH2:27][CH2:26][CH2:25][C:24]=2[CH:23]=[CH:22][CH:21]=1, predict the reaction product.